Regression. Given a peptide amino acid sequence and an MHC pseudo amino acid sequence, predict their binding affinity value. This is MHC class I binding data. From a dataset of Peptide-MHC class I binding affinity with 185,985 pairs from IEDB/IMGT. The peptide sequence is CFAWYLKGRWV. The MHC is Patr-A0901 with pseudo-sequence Patr-A0901. The binding affinity (normalized) is 0.135.